From a dataset of NCI-60 drug combinations with 297,098 pairs across 59 cell lines. Regression. Given two drug SMILES strings and cell line genomic features, predict the synergy score measuring deviation from expected non-interaction effect. (1) Drug 1: C1C(C(OC1N2C=NC3=C(N=C(N=C32)Cl)N)CO)O. Drug 2: COC1=NC(=NC2=C1N=CN2C3C(C(C(O3)CO)O)O)N. Cell line: OVCAR-8. Synergy scores: CSS=-3.39, Synergy_ZIP=3.42, Synergy_Bliss=4.53, Synergy_Loewe=-2.08, Synergy_HSA=-1.67. (2) Drug 1: C1CC(=O)NC(=O)C1N2CC3=C(C2=O)C=CC=C3N. Drug 2: C1CC(C1)(C(=O)O)C(=O)O.[NH2-].[NH2-].[Pt+2]. Cell line: HOP-62. Synergy scores: CSS=20.9, Synergy_ZIP=-7.04, Synergy_Bliss=-3.34, Synergy_Loewe=-10.2, Synergy_HSA=-1.58. (3) Drug 1: CC1OCC2C(O1)C(C(C(O2)OC3C4COC(=O)C4C(C5=CC6=C(C=C35)OCO6)C7=CC(=C(C(=C7)OC)O)OC)O)O. Drug 2: CC(C1=C(C=CC(=C1Cl)F)Cl)OC2=C(N=CC(=C2)C3=CN(N=C3)C4CCNCC4)N. Cell line: SF-268. Synergy scores: CSS=21.2, Synergy_ZIP=-8.87, Synergy_Bliss=-5.35, Synergy_Loewe=-11.7, Synergy_HSA=-7.17. (4) Drug 1: C1CN1C2=NC(=NC(=N2)N3CC3)N4CC4. Drug 2: CC(C)NC(=O)C1=CC=C(C=C1)CNNC.Cl. Cell line: NCI/ADR-RES. Synergy scores: CSS=38.6, Synergy_ZIP=-2.16, Synergy_Bliss=-5.20, Synergy_Loewe=-36.2, Synergy_HSA=-6.47.